From a dataset of Full USPTO retrosynthesis dataset with 1.9M reactions from patents (1976-2016). Predict the reactants needed to synthesize the given product. (1) Given the product [Br:1][C:2]1([C:28]2[CH:29]=[C:24]([NH2:23])[CH:25]=[CH:26][CH:27]=2)[CH2:7][N:6]2[CH:8]=[CH:9][N:10]=[C:5]2[C:4]([N:11]2[CH:15]=[CH:14][N:13]=[C:12]2[C:16]2[CH:21]=[CH:20][N:19]=[CH:18][CH:17]=2)=[N:3]1, predict the reactants needed to synthesize it. The reactants are: [Br:1][C:2]1[N:3]=[C:4]([N:11]2[CH:15]=[CH:14][N:13]=[C:12]2[C:16]2[CH:21]=[CH:20][N:19]=[CH:18][CH:17]=2)[C:5]2[N:6]([CH:8]=[CH:9][N:10]=2)[CH:7]=1.Cl.[NH2:23][C:24]1[CH:25]=[C:26](B(O)O)[CH:27]=[CH:28][CH:29]=1.P([O-])([O-])([O-])=O.[K+].[K+].[K+].COCCOC. (2) Given the product [CH:1]1([CH2:4][O:5][C:6]2[CH:11]=[CH:10][C:9]([F:12])=[CH:8][C:7]=2[C:13]2[CH:18]=[CH:17][N:16]=[C:15]3[C:19]([C:31]([NH:34][CH:35]4[CH2:36][CH2:37][N:38]([C:41]([O:43][C:44]([CH3:47])([CH3:46])[CH3:45])=[O:42])[CH2:39][CH2:40]4)=[O:33])=[C:20]([CH3:30])[N:21]([CH2:22][O:23][CH2:24][CH2:25][Si:26]([CH3:28])([CH3:27])[CH3:29])[C:14]=23)[CH2:3][CH2:2]1, predict the reactants needed to synthesize it. The reactants are: [CH:1]1([CH2:4][O:5][C:6]2[CH:11]=[CH:10][C:9]([F:12])=[CH:8][C:7]=2[C:13]2[CH:18]=[CH:17][N:16]=[C:15]3[C:19]([C:31]([OH:33])=O)=[C:20]([CH3:30])[N:21]([CH2:22][O:23][CH2:24][CH2:25][Si:26]([CH3:29])([CH3:28])[CH3:27])[C:14]=23)[CH2:3][CH2:2]1.[NH2:34][CH:35]1[CH2:40][CH2:39][N:38]([C:41]([O:43][C:44]([CH3:47])([CH3:46])[CH3:45])=[O:42])[CH2:37][CH2:36]1. (3) The reactants are: [OH:1][C:2]([C:4]([F:7])([F:6])[F:5])=[O:3].[F:8][C:9]1[C:22]([OH:23])=[CH:21][C:20]2[C@:19]34[CH2:24][CH2:25][NH:26][C@@H:13]([C@@H:14]3[CH2:15][CH2:16][CH2:17][CH2:18]4)[CH2:12][C:11]=2[CH:10]=1.[Br:27]Br.[OH-].[NH4+]. Given the product [OH:3][C:2]([C:4]([F:7])([F:6])[F:5])=[O:1].[Br:27][C:21]1[C:20]2[C@:19]34[CH2:24][CH2:25][NH:26][C@@H:13]([C@@H:14]3[CH2:15][CH2:16][CH2:17][CH2:18]4)[CH2:12][C:11]=2[CH:10]=[C:9]([F:8])[C:22]=1[OH:23], predict the reactants needed to synthesize it. (4) The reactants are: [F:1][C:2]1[CH:3]=[C:4]([C:9]2([C:21]3[CH:26]=[C:25]([F:27])[CH:24]=[C:23]([F:28])[CH:22]=3)[O:13][C:12]3[CH:14]=[CH:15][C:16]([C:18]([OH:20])=O)=[CH:17][C:11]=3[O:10]2)[CH:5]=[C:6]([F:8])[CH:7]=1.CN(C(ON1N=[N:44][C:39]2C=[CH:41][CH:42]=[CH:43][C:38]1=2)=[N+](C)C)C.F[P-](F)(F)(F)(F)F.CN1CCOCC1.N1CCCCC1. Given the product [F:28][C:23]1[CH:22]=[C:21]([C:9]2([C:4]3[CH:3]=[C:2]([F:1])[CH:7]=[C:6]([F:8])[CH:5]=3)[O:13][C:12]3[CH:14]=[CH:15][C:16]([C:18]([N:44]4[CH2:41][CH2:42][CH2:43][CH2:38][CH2:39]4)=[O:20])=[CH:17][C:11]=3[O:10]2)[CH:26]=[C:25]([F:27])[CH:24]=1, predict the reactants needed to synthesize it.